Dataset: Reaction yield outcomes from USPTO patents with 853,638 reactions. Task: Predict the reaction yield, written as a fraction of the theoretical maximum amount of product (1.0 means a 100% yield; for example, 0.34 means a 34% yield). The reactants are [CH:1]([C:3]1[CH:8]=[CH:7][C:6]([N:9]2[CH2:14][CH2:13][CH:12]([N:15]([CH:19]([CH3:21])[CH3:20])[C:16](=[O:18])[CH3:17])[CH2:11][CH2:10]2)=[CH:5][CH:4]=1)=O.[NH2:22][C:23]1[CH:31]=[C:30]([O:32][CH3:33])[CH:29]=[C:28]([O:34][CH3:35])[C:24]=1[C:25]([NH2:27])=[O:26].OS([O-])=O.[Na+].CC1C=CC(S(O)(=O)=O)=CC=1. The catalyst is CC(N(C)C)=O.O. The product is [CH3:35][O:34][C:28]1[CH:29]=[C:30]([O:32][CH3:33])[CH:31]=[C:23]2[C:24]=1[C:25](=[O:26])[NH:27][C:1]([C:3]1[CH:8]=[CH:7][C:6]([N:9]3[CH2:14][CH2:13][CH:12]([N:15]([CH:19]([CH3:21])[CH3:20])[C:16](=[O:18])[CH3:17])[CH2:11][CH2:10]3)=[CH:5][CH:4]=1)=[N:22]2. The yield is 0.200.